From a dataset of Forward reaction prediction with 1.9M reactions from USPTO patents (1976-2016). Predict the product of the given reaction. (1) Given the reactants [CH3:1][CH:2]([C:4]1[CH:5]=[C:6]([OH:10])[CH:7]=[CH:8][CH:9]=1)[CH3:3].Cl[C:12]1[N:17]=[CH:16][C:15]([N+:18]([O-:20])=[O:19])=[CH:14][N:13]=1.C(N(CC)CC)C, predict the reaction product. The product is: [CH3:1][CH:2]([C:4]1[CH:5]=[C:6]([O:10][C:12]2[N:17]=[CH:16][C:15]([N+:18]([O-:20])=[O:19])=[CH:14][N:13]=2)[CH:7]=[CH:8][CH:9]=1)[CH3:3]. (2) Given the reactants [NH2:1][C:2]([NH:4][C:5]1[C:6]([C:18]([NH2:20])=[O:19])=[N:7][N:8]([C:10]2[CH:15]=[CH:14][C:13](Br)=[C:12]([F:17])[CH:11]=2)[CH:9]=1)=[O:3].[OH:21][C:22]1[CH:27]=[CH:26][C:25](B(O)O)=[CH:24][CH:23]=1, predict the reaction product. The product is: [NH2:1][C:2]([NH:4][C:5]1[C:6]([C:18]([NH2:20])=[O:19])=[N:7][N:8]([C:10]2[CH:15]=[CH:14][C:13]([C:25]3[CH:26]=[CH:27][C:22]([OH:21])=[CH:23][CH:24]=3)=[C:12]([F:17])[CH:11]=2)[CH:9]=1)=[O:3]. (3) Given the reactants [NH2:1][CH:2]1[CH2:6][N:5]([C:7]([O:9][C:10]([CH3:13])([CH3:12])[CH3:11])=[O:8])[C@@H:4]([CH2:14][O:15][C:16]2[CH:21]=[CH:20][CH:19]=[CH:18][CH:17]=2)[CH2:3]1.CCN(C(C)C)C(C)C.[Cl:31][C:32]1[CH:37]=[CH:36][C:35]([Cl:38])=[CH:34][C:33]=1[S:39](Cl)(=[O:41])=[O:40], predict the reaction product. The product is: [Cl:31][C:32]1[CH:37]=[CH:36][C:35]([Cl:38])=[CH:34][C:33]=1[S:39]([NH:1][C@H:2]1[CH2:6][N:5]([C:7]([O:9][C:10]([CH3:12])([CH3:13])[CH3:11])=[O:8])[C@@H:4]([CH2:14][O:15][C:16]2[CH:17]=[CH:18][CH:19]=[CH:20][CH:21]=2)[CH2:3]1)(=[O:41])=[O:40]. (4) Given the reactants [Cl:1][C:2]1[CH:7]=[C:6]([C:8]2[CH:13]=[N:12][CH:11]=[C:10]([CH3:14])[N:9]=2)[CH:5]=[CH:4][C:3]=1[C:15]1[C:27](=[O:28])[N:26]([CH2:29][CH2:30][CH2:31][NH:32]C(=O)OC(C)(C)C)[C:18]2[N:19]=[C:20]([NH:23][CH2:24][CH3:25])[N:21]=[CH:22][C:17]=2[CH:16]=1.CO.Cl, predict the reaction product. The product is: [NH2:32][CH2:31][CH2:30][CH2:29][N:26]1[C:18]2[N:19]=[C:20]([NH:23][CH2:24][CH3:25])[N:21]=[CH:22][C:17]=2[CH:16]=[C:15]([C:3]2[CH:4]=[CH:5][C:6]([C:8]3[CH:13]=[N:12][CH:11]=[C:10]([CH3:14])[N:9]=3)=[CH:7][C:2]=2[Cl:1])[C:27]1=[O:28]. (5) Given the reactants Cl.FC1C=C(N2C=CC=CC2=O)C=CC=1[NH:16][C:17]([C@H:19]1[CH2:23][C@@H:22](OC)[CH2:21][NH:20]1)=[O:18].C([N:28]([CH2:31]C)CC)C.CC[O:35]C(C)=O, predict the reaction product. The product is: [N:20]1([C:31]([NH2:28])=[O:35])[CH2:21][CH2:22][CH2:23][CH:19]1[C:17]([NH2:16])=[O:18]. (6) The product is: [Cl:21][C:22]1[CH:27]=[C:26]2[C:25](=[CH:24][CH:23]=1)[N:28]([CH2:30][CH2:31][CH2:32][C:33]1[CH:38]=[CH:37][CH:36]=[CH:35][CH:34]=1)[C:64]1[CH2:69][N:57]([CH3:58])[CH2:61][CH2:62][C:63]2=1. Given the reactants Cl.ClC1C=CC(NN)=CC=1.BrCCCC1C=CC=CC=1.[Cl:21][C:22]1[CH:27]=[CH:26][C:25]([N:28]([CH2:30][CH2:31][CH2:32][C:33]2[CH:38]=[CH:37][CH:36]=[CH:35][CH:34]=2)N)=[CH:24][CH:23]=1.C(OC(OCC)CCCNC)C.ClC1C=C2[C:58](=CC=1)[N:57]([CH2:61][CH2:62][CH2:63][C:64]1[CH:69]=CC=CC=1)C=C2CCNC.C=O.C(O)(C(F)(F)F)=O, predict the reaction product.